This data is from Reaction yield outcomes from USPTO patents with 853,638 reactions. The task is: Predict the reaction yield, written as a fraction of the theoretical maximum amount of product (1.0 means a 100% yield; for example, 0.34 means a 34% yield). (1) The reactants are [CH2:1]([O:8][C:9]1[CH:14]=[CH:13][CH:12]=[C:11]([O:15]C)[C:10]=1[CH2:17][C:18]([O:20][CH3:21])=[O:19])C1C=CC=CC=1. The catalyst is [C].[Pd].O1CCCC1. The product is [OH:15][C:11]1[C:10]([CH2:17][C:18]([O:20][CH3:21])=[O:19])=[C:9]([O:8][CH3:1])[CH:14]=[CH:13][CH:12]=1. The yield is 0.950. (2) The reactants are C([O:8][C@@H:9]1[CH2:14][CH2:13][CH2:12][CH2:11][C@H:10]1[NH:15][C:16]([C:18]1[N:19]=[C:20]([C:30]2[CH:35]=[CH:34][C:33]([Cl:36])=[CH:32][C:31]=2[Cl:37])[N:21]([C:23]2[CH:28]=[CH:27][C:26]([Cl:29])=[CH:25][CH:24]=2)[CH:22]=1)=[O:17])C1C=CC=CC=1.[Si](I)(C)(C)C. The catalyst is C(Cl)Cl.O. The product is [Cl:29][C:26]1[CH:27]=[CH:28][C:23]([N:21]2[CH:22]=[C:18]([C:16]([NH:15][C@@H:10]3[CH2:11][CH2:12][CH2:13][CH2:14][C@H:9]3[OH:8])=[O:17])[N:19]=[C:20]2[C:30]2[CH:35]=[CH:34][C:33]([Cl:36])=[CH:32][C:31]=2[Cl:37])=[CH:24][CH:25]=1. The yield is 0.670. (3) The reactants are [Cl:1][C:2]1[CH:6]=[N:5][N:4]([CH3:7])[C:3]=1[C:8]1[CH:9]=[C:10]([NH2:22])[CH:11]=[CH:12][C:13]=1[O:14][CH:15]1[CH2:20][CH2:19][N:18]([CH3:21])[CH2:17][CH2:16]1.[F:23][C:24]1[CH:32]=[CH:31][C:27]([C:28](Cl)=[O:29])=[CH:26][C:25]=1[CH3:33].C(N(CC)CC)C. The catalyst is C(Cl)Cl. The product is [Cl:1][C:2]1[CH:6]=[N:5][N:4]([CH3:7])[C:3]=1[C:8]1[CH:9]=[C:10]([NH:22][C:28](=[O:29])[C:27]2[CH:31]=[CH:32][C:24]([F:23])=[C:25]([CH3:33])[CH:26]=2)[CH:11]=[CH:12][C:13]=1[O:14][CH:15]1[CH2:20][CH2:19][N:18]([CH3:21])[CH2:17][CH2:16]1. The yield is 0.570. (4) The reactants are [CH2:1]([C:3]1[N:13]([C:14]2[CH:19]=[CH:18][C:17]([CH2:20][CH2:21][OH:22])=[CH:16][CH:15]=2)[C:6]2=[N:7][C:8]([CH3:12])=[CH:9][C:10]([CH3:11])=[C:5]2[N:4]=1)[CH3:2].[C:23]1([CH3:35])[CH:28]=[CH:27][C:26]([S:29]([N:32]=[C:33]=[O:34])(=[O:31])=[O:30])=[CH:25][CH:24]=1. The catalyst is ClCCl. The product is [CH3:35][C:23]1[CH:28]=[CH:27][C:26]([S:29]([NH:32][C:33](=[O:34])[O:22][CH2:21][CH2:20][C:17]2[CH:16]=[CH:15][C:14]([N:13]3[C:6]4=[N:7][C:8]([CH3:12])=[CH:9][C:10]([CH3:11])=[C:5]4[N:4]=[C:3]3[CH2:1][CH3:2])=[CH:19][CH:18]=2)(=[O:31])=[O:30])=[CH:25][CH:24]=1. The yield is 0.920. (5) The reactants are [F:1][C:2]([F:18])([F:17])[C:3]1[CH:8]=[CH:7][CH:6]=[CH:5][C:4]=1[C:9]1[CH:14]=[CH:13][C:12]([CH:15]=[O:16])=[CH:11][CH:10]=1.[OH:19]O. The catalyst is C(O)=O. The product is [F:1][C:2]([F:17])([F:18])[C:3]1[CH:8]=[CH:7][CH:6]=[CH:5][C:4]=1[C:9]1[CH:14]=[CH:13][C:12]([C:15]([OH:19])=[O:16])=[CH:11][CH:10]=1. The yield is 0.690. (6) The reactants are [Cl-].O[NH3+:3].[C:4](=[O:7])([O-])[OH:5].[Na+].CS(C)=O.[CH2:13]([C:17]1[N:18]=[C:19]([CH3:44])[N:20]([C:39]2[CH:43]=[CH:42][O:41][CH:40]=2)[C:21](=[O:38])[C:22]=1[CH2:23][C:24]1[CH:29]=[CH:28][C:27]([C:30]2[C:31]([C:36]#[N:37])=[CH:32][CH:33]=[CH:34][CH:35]=2)=[CH:26][CH:25]=1)[CH2:14][CH2:15][CH3:16]. The catalyst is O.C(OCC)(=O)C. The product is [CH2:13]([C:17]1[N:18]=[C:19]([CH3:44])[N:20]([C:39]2[CH:43]=[CH:42][O:41][CH:40]=2)[C:21](=[O:38])[C:22]=1[CH2:23][C:24]1[CH:25]=[CH:26][C:27]([C:30]2[CH:35]=[CH:34][CH:33]=[CH:32][C:31]=2[C:36]2[NH:3][C:4](=[O:7])[O:5][N:37]=2)=[CH:28][CH:29]=1)[CH2:14][CH2:15][CH3:16]. The yield is 0.460. (7) The catalyst is CN1C(=O)CCC1. The reactants are [O:1]1[CH2:6][CH2:5][N:4]([C:7]2[N:12]=[C:11]([N:13]3[CH2:18][CH2:17][O:16][CH2:15][CH2:14]3)[N:10]=[C:9]([C:19]3[CH:24]=[CH:23][C:22]([NH:25][C:26](=[O:37])[NH:27][C:28]4[CH:36]=[CH:35][C:31]([C:32](O)=[O:33])=[CH:30][CH:29]=4)=[CH:21][CH:20]=3)[N:8]=2)[CH2:3][CH2:2]1.CCN(C(C)C)C(C)C.CN(C(ON1N=NC2C=CC=CC1=2)=[N+](C)C)C.F[P-](F)(F)(F)(F)F.[CH3:71][N:72]([CH3:79])[CH:73]1[CH2:78][CH2:77][NH:76][CH2:75][CH2:74]1. The yield is 0.520. The product is [CH3:71][N:72]([CH3:79])[CH:73]1[CH2:78][CH2:77][N:76]([C:32]([C:31]2[CH:35]=[CH:36][C:28]([NH:27][C:26]([NH:25][C:22]3[CH:21]=[CH:20][C:19]([C:9]4[N:10]=[C:11]([N:13]5[CH2:18][CH2:17][O:16][CH2:15][CH2:14]5)[N:12]=[C:7]([N:4]5[CH2:3][CH2:2][O:1][CH2:6][CH2:5]5)[N:8]=4)=[CH:24][CH:23]=3)=[O:37])=[CH:29][CH:30]=2)=[O:33])[CH2:75][CH2:74]1.